This data is from Full USPTO retrosynthesis dataset with 1.9M reactions from patents (1976-2016). The task is: Predict the reactants needed to synthesize the given product. (1) The reactants are: [N:1]([C:4]1[C:5]2[S:25][CH2:24][CH2:23][C:6]=2[N:7]=[C:8]([N:10]2[CH2:15][CH2:14][N:13]([C:16]3[CH:21]=[CH:20][C:19]([Cl:22])=[CH:18][CH:17]=3)[CH2:12][CH2:11]2)[N:9]=1)=[N+]=[N-].[H-].[Al+3].[Li+].[H-].[H-].[H-].[OH-].[Na+].O. Given the product [Cl:22][C:19]1[CH:18]=[CH:17][C:16]([N:13]2[CH2:12][CH2:11][N:10]([C:8]3[N:9]=[C:4]([NH2:1])[C:5]4[S:25][CH2:24][CH2:23][C:6]=4[N:7]=3)[CH2:15][CH2:14]2)=[CH:21][CH:20]=1, predict the reactants needed to synthesize it. (2) Given the product [CH3:1][O:2][C:3](=[O:30])[C:4]1[CH:9]=[C:8]([O:10][C:11]2[CH:16]=[CH:15][C:14]([NH:17][S:31]([C:34]3[CH:40]=[CH:39][C:37]([CH3:38])=[CH:36][CH:35]=3)(=[O:33])=[O:32])=[C:13]([Cl:18])[CH:12]=2)[CH:7]=[CH:6][C:5]=1[NH:19][S:20]([C:23]1[CH:24]=[CH:25][C:26]([CH3:29])=[CH:27][CH:28]=1)(=[O:22])=[O:21], predict the reactants needed to synthesize it. The reactants are: [CH3:1][O:2][C:3](=[O:30])[C:4]1[CH:9]=[C:8]([O:10][C:11]2[CH:16]=[CH:15][C:14]([NH2:17])=[C:13]([Cl:18])[CH:12]=2)[CH:7]=[CH:6][C:5]=1[NH:19][S:20]([C:23]1[CH:28]=[CH:27][C:26]([CH3:29])=[CH:25][CH:24]=1)(=[O:22])=[O:21].[S:31](Cl)([C:34]1[CH:40]=[CH:39][C:37]([CH3:38])=[CH:36][CH:35]=1)(=[O:33])=[O:32].N1C=CC=CC=1. (3) The reactants are: C(OC([N:8]1[CH2:13][CH2:12][C:11](=O)[CH2:10][CH2:9]1)=O)(C)(C)C.[F:15][C:16]1[CH:21]=[CH:20][C:19]([CH:22]=[CH:23][N+:24]([O-])=O)=[CH:18][CH:17]=1. Given the product [CH2:22]([N:24]1[C:11]2[CH2:10][CH2:9][NH:8][CH2:13][C:12]=2[C:22]([C:19]2[CH:20]=[CH:21][C:16]([F:15])=[CH:17][CH:18]=2)=[CH:23]1)[C:19]1[CH:20]=[CH:21][CH:16]=[CH:17][CH:18]=1, predict the reactants needed to synthesize it. (4) Given the product [Cl:1][C:2]1[C:11]2[C:6](=[CH:7][C:8]([O:13][CH3:14])=[C:9]([O:12][CH2:39][CH2:40][CH2:41][N:42]3[CH2:47][CH2:46][N:45]([CH3:48])[CH2:44][CH2:43]3)[CH:10]=2)[N:5]=[CH:4][N:3]=1, predict the reactants needed to synthesize it. The reactants are: [Cl:1][C:2]1[C:11]2[C:6](=[CH:7][C:8]([O:13][CH3:14])=[C:9]([OH:12])[CH:10]=2)[N:5]=[CH:4][N:3]=1.N1C2C(=CC=CC=2)C=NC=1.ClC1C2C(=CC(O[CH2:39][CH2:40][CH2:41][N:42]3[CH2:47][CH2:46][N:45]([CH3:48])[CH2:44][CH2:43]3)=C(OC)C=2)N=CN=1.